This data is from Forward reaction prediction with 1.9M reactions from USPTO patents (1976-2016). The task is: Predict the product of the given reaction. Given the reactants [I:1][C:2]1[N:7]=[N:6][C:5]([NH2:8])=[C:4]([O:9][CH3:10])[CH:3]=1.[Cl:11][C:12]1[CH:17]=[CH:16][CH:15]=[CH:14][C:13]=1[CH2:18][S:19](Cl)(=[O:21])=[O:20], predict the reaction product. The product is: [Cl:11][C:12]1[CH:17]=[CH:16][CH:15]=[CH:14][C:13]=1[CH2:18][S:19]([NH:8][C:5]1[N:6]=[N:7][C:2]([I:1])=[CH:3][C:4]=1[O:9][CH3:10])(=[O:21])=[O:20].